This data is from Reaction yield outcomes from USPTO patents with 853,638 reactions. The task is: Predict the reaction yield, written as a fraction of the theoretical maximum amount of product (1.0 means a 100% yield; for example, 0.34 means a 34% yield). (1) The product is [CH:1]1([C@@H:7]([NH:9][C:10]([C:12]2[C:21]3[C:16](=[CH:17][CH:18]=[CH:19][CH:20]=3)[N:15]=[C:14]([C:22]3[CH:23]=[CH:24][CH:25]=[CH:26][CH:27]=3)[C:13]=2[CH2:28][N:29]2[CH2:34][CH2:33][N:32]([C:43](=[O:44])[CH2:42][CH2:41][N:35]3[CH2:40][CH2:39][CH2:38][CH2:37][CH2:36]3)[CH2:31][CH2:30]2)=[O:11])[CH3:8])[CH2:6][CH2:5][CH2:4][CH2:3][CH2:2]1. The catalyst is C(Cl)Cl.CN(C1C=CN=CC=1)C. The yield is 0.610. The reactants are [CH:1]1([C@@H:7]([NH:9][C:10]([C:12]2[C:21]3[C:16](=[CH:17][CH:18]=[CH:19][CH:20]=3)[N:15]=[C:14]([C:22]3[CH:27]=[CH:26][CH:25]=[CH:24][CH:23]=3)[C:13]=2[CH2:28][N:29]2[CH2:34][CH2:33][NH:32][CH2:31][CH2:30]2)=[O:11])[CH3:8])[CH2:6][CH2:5][CH2:4][CH2:3][CH2:2]1.[N:35]1([CH2:41][CH2:42][C:43](O)=[O:44])[CH2:40][CH2:39][CH2:38][CH2:37][CH2:36]1.C1CCC(N=C=NC2CCCCC2)CC1. (2) The reactants are [CH2:1]([O:3][C:4]([C:6]([C:9]1[N:10](C(OC(C)(C)C)=O)[C:11]2[C:16]([CH:17]=1)=[CH:15][CH:14]=[CH:13][CH:12]=2)([CH3:8])[CH3:7])=[O:5])[CH3:2]. The product is [NH:10]1[C:11]2[C:16](=[CH:15][CH:14]=[CH:13][CH:12]=2)[CH:17]=[C:9]1[C:6]([CH3:7])([CH3:8])[C:4]([O:3][CH2:1][CH3:2])=[O:5]. The catalyst is ClCCl.C(O)(C(F)(F)F)=O. The yield is 0.780. (3) The reactants are C[O:2][C:3](=[O:24])[C:4]1[CH:9]=[C:8]([C:10]2[S:11][CH:12]=[C:13]([C:15]3[CH:20]=[CH:19][C:18]([Cl:21])=[C:17]([Cl:22])[CH:16]=3)[N:14]=2)[CH:7]=[CH:6][C:5]=1Br.[C:25]([C:28]1[S:29][CH:30]=[CH:31][C:32]=1B(O)O)(=[O:27])[CH3:26]. No catalyst specified. The product is [C:25]([C:28]1[S:29][CH:30]=[CH:31][C:32]=1[C:5]1[CH:6]=[CH:7][C:8]([C:10]2[S:11][CH:12]=[C:13]([C:15]3[CH:20]=[CH:19][C:18]([Cl:21])=[C:17]([Cl:22])[CH:16]=3)[N:14]=2)=[CH:9][C:4]=1[C:3]([OH:2])=[O:24])(=[O:27])[CH3:26]. The yield is 0.200.